Dataset: Full USPTO retrosynthesis dataset with 1.9M reactions from patents (1976-2016). Task: Predict the reactants needed to synthesize the given product. Given the product [Br:23][C:21]1[N:22]=[C:17]([Br:16])[C:18]2[N:19]([CH:2]=[CH:3][N:24]=2)[CH:20]=1, predict the reactants needed to synthesize it. The reactants are: Br[CH2:2][CH:3](OCC)OCC.Br.C(=O)(O)[O-].[Na+].[Br:16][C:17]1[C:18]([NH2:24])=[N:19][CH:20]=[C:21]([Br:23])[N:22]=1.C(=O)([O-])[O-].[K+].[K+].